Dataset: Full USPTO retrosynthesis dataset with 1.9M reactions from patents (1976-2016). Task: Predict the reactants needed to synthesize the given product. (1) Given the product [CH:16]1([C:8]2[C:7]([C:5]3[NH:1][C:2]([O:6][CH3:23])=[N:3][N:4]=3)=[CH:14][C:11]([C:12]#[N:13])=[C:10]([CH3:15])[CH:9]=2)[CH2:19][CH2:18][CH2:17]1, predict the reactants needed to synthesize it. The reactants are: [NH2:1][C:2]1[O:6][C:5]([C:7]2[C:8]([CH:16]3[CH2:19][CH2:18][CH2:17]3)=[CH:9][C:10]([CH3:15])=[C:11]([CH:14]=2)[C:12]#[N:13])=[N:4][N:3]=1.[OH-].[K+].Cl.[CH3:23]O. (2) Given the product [CH3:1][N:2]1[CH:6]=[CH:5][CH:4]=[C:3]1[C:24]1[CH:25]=[C:26]([CH:29]=[CH:30][CH:31]=1)[CH:27]=[O:28], predict the reactants needed to synthesize it. The reactants are: [CH3:1][N:2]1[CH:6]=[CH:5][CH:4]=[CH:3]1.CC[N+](C)(C)C.[Li]CCCC.[Sn](Cl)(C)(C)C.Br[C:24]1[CH:25]=[C:26]([CH:29]=[CH:30][CH:31]=1)[CH:27]=[O:28].[F-].[K+]. (3) Given the product [Br:1][C:2]1[CH:3]=[CH:4][C:5]([CH3:15])=[C:6]([N:8]2[CH2:13][CH2:12][N:11]([C:26]([C:25]3[CH:29]=[CH:30][CH:31]=[C:32]([C:33]([F:34])([F:35])[F:36])[C:24]=3[Cl:23])=[O:27])[CH2:10][C:9]2=[O:14])[CH:7]=1, predict the reactants needed to synthesize it. The reactants are: [Br:1][C:2]1[CH:3]=[CH:4][C:5]([CH3:15])=[C:6]([N:8]2[CH2:13][CH2:12][NH:11][CH2:10][C:9]2=[O:14])[CH:7]=1.C(N(CC)CC)C.[Cl:23][C:24]1[C:32]([C:33]([F:36])([F:35])[F:34])=[CH:31][CH:30]=[CH:29][C:25]=1[C:26](Cl)=[O:27].C([O-])(O)=O.[Na+]. (4) Given the product [Cl:1][C:2]1[CH:3]=[C:4]([CH:21]=[C:22]([C:31]([F:32])([F:34])[F:33])[C:23]=1[CH2:24][N:25]1[CH2:30][CH2:29][N:28]([CH2:36][CH2:37][OH:38])[CH2:27][CH2:26]1)[C:5]([NH:7][CH2:8][C:9]1[CH:14]=[C:13]([Cl:15])[CH:12]=[CH:11][C:10]=1[S:16]([CH2:19][CH3:20])(=[O:18])=[O:17])=[O:6], predict the reactants needed to synthesize it. The reactants are: [Cl:1][C:2]1[CH:3]=[C:4]([CH:21]=[C:22]([C:31]([F:34])([F:33])[F:32])[C:23]=1[CH2:24][N:25]1[CH2:30][CH2:29][NH:28][CH2:27][CH2:26]1)[C:5]([NH:7][CH2:8][C:9]1[CH:14]=[C:13]([Cl:15])[CH:12]=[CH:11][C:10]=1[S:16]([CH2:19][CH3:20])(=[O:18])=[O:17])=[O:6].Br[CH2:36][CH2:37][OH:38]. (5) Given the product [NH2:17][C:18]1[C:23]2[CH2:24][CH2:25][O:26][C:22]=2[C:21]([C:27]([NH:1][CH2:2][C@H:3]2[CH2:8][CH2:7][N:6]([C:9]([O:11][C:12]([CH3:13])([CH3:15])[CH3:14])=[O:10])[CH2:5][C@H:4]2[OH:16])=[O:28])=[CH:20][C:19]=1[Cl:34], predict the reactants needed to synthesize it. The reactants are: [NH2:1][CH2:2][C@H:3]1[CH2:8][CH2:7][N:6]([C:9]([O:11][C:12]([CH3:15])([CH3:14])[CH3:13])=[O:10])[CH2:5][C@H:4]1[OH:16].[NH2:17][C:18]1[C:23]2[CH2:24][CH2:25][O:26][C:22]=2[C:21]([C:27](N2C=CN=C2)=[O:28])=[CH:20][C:19]=1[Cl:34].